Dataset: Catalyst prediction with 721,799 reactions and 888 catalyst types from USPTO. Task: Predict which catalyst facilitates the given reaction. The catalyst class is: 13. Product: [O:13]1[CH:17]=[CH:16][CH:15]=[C:14]1[C:18]([NH:1][C:2]1([C:8]([OH:10])=[O:9])[CH2:7][CH2:6][CH2:5][CH2:4][CH2:3]1)=[O:19]. Reactant: [NH2:1][C:2]1([C:8]([OH:10])=[O:9])[CH2:7][CH2:6][CH2:5][CH2:4][CH2:3]1.[OH-].[Na+].[O:13]1[CH:17]=[CH:16][CH:15]=[C:14]1[C:18](Cl)=[O:19].